From a dataset of Catalyst prediction with 721,799 reactions and 888 catalyst types from USPTO. Predict which catalyst facilitates the given reaction. (1) Reactant: C[C:2]1C=[CH:6][CH:5]=[CH:4][C:3]=1[S:8]([N:11]1[C:19]2[C:14](=[C:15]([CH:20]=[CH2:21])[CH:16]=[CH:17][CH:18]=2)[CH:13]=[CH:12]1)(=[O:10])=[O:9].BrC1C=CC=C2C=1C=C[N:27]2S(C1C=NC=CC=1)(=O)=O.C([Sn](CCCC)(CCCC)C=C)CCC.CO. Product: [N:27]1[CH:6]=[CH:5][CH:4]=[C:3]([S:8]([N:11]2[C:19]3[C:14](=[C:15]([CH:20]=[CH2:21])[CH:16]=[CH:17][CH:18]=3)[CH:13]=[CH:12]2)(=[O:10])=[O:9])[CH:2]=1. The catalyst class is: 496. (2) Product: [Cl:7][C:8]1[CH:9]=[C:10]([SH:15])[CH:11]=[CH:12][C:13]=1[OH:14]. Reactant: [H-].[Al+3].[Li+].[H-].[H-].[H-].[Cl:7][C:8]1[CH:9]=[C:10]([S:15]C#N)[CH:11]=[CH:12][C:13]=1[OH:14]. The catalyst class is: 7.